This data is from Full USPTO retrosynthesis dataset with 1.9M reactions from patents (1976-2016). The task is: Predict the reactants needed to synthesize the given product. (1) Given the product [CH3:1][O:2][C:3](=[O:15])[NH:4][C:5]1[CH:10]=[CH:9][C:8]([NH:23][CH2:22][CH:16]2[CH2:21][CH2:20][CH2:19][CH2:18][CH2:17]2)=[C:7]([N+:12]([O-:14])=[O:13])[CH:6]=1, predict the reactants needed to synthesize it. The reactants are: [CH3:1][O:2][C:3](=[O:15])[NH:4][C:5]1[CH:10]=[CH:9][C:8](F)=[C:7]([N+:12]([O-:14])=[O:13])[CH:6]=1.[CH:16]1([CH2:22][NH2:23])[CH2:21][CH2:20][CH2:19][CH2:18][CH2:17]1. (2) Given the product [OH:1][C@@H:2]([C:17]1[CH:22]=[CH:21][CH:20]=[C:19]([O:23][CH2:29][CH:30]([CH2:34][CH2:35][CH3:36])[CH2:31][CH2:32][CH3:33])[CH:18]=1)[C@H:3]([CH3:16])[CH2:4][N:5]1[C:13](=[O:14])[C:12]2[C:7](=[CH:8][CH:9]=[CH:10][CH:11]=2)[C:6]1=[O:15], predict the reactants needed to synthesize it. The reactants are: [OH:1][C@@H:2]([C:17]1[CH:22]=[CH:21][CH:20]=[C:19]([OH:23])[CH:18]=1)[C@H:3]([CH3:16])[CH2:4][N:5]1[C:13](=[O:14])[C:12]2[C:7](=[CH:8][CH:9]=[CH:10][CH:11]=2)[C:6]1=[O:15].CS(O[CH2:29][CH:30]([CH2:34][CH2:35][CH3:36])[CH2:31][CH2:32][CH3:33])(=O)=O. (3) The reactants are: [C:1]([C:5]1[N:10]=[C:9]([N:11]=[CH:12][N:13](C)C)[C:8]([C:16]#[N:17])=[CH:7][CH:6]=1)([CH3:4])([CH3:3])[CH3:2].[CH3:18][O:19][C:20](=[O:43])[C:21]1[CH:26]=[CH:25][C:24]([S:27][C:28]2[CH:33]=[CH:32][C:31]([NH:34][C:35]([O:37][C:38]([CH3:41])([CH3:40])[CH3:39])=[O:36])=[CH:30][CH:29]=2)=[C:23](N)[CH:22]=1.CCOC(C)=O.C([O-])([O-])=O.[K+].[K+]. Given the product [CH3:18][O:19][C:20](=[O:43])[C:21]1[CH:22]=[CH:23][C:24]([S:27][C:28]2[CH:33]=[CH:32][C:31]([NH:34][C:35]([O:37][C:38]([CH3:40])([CH3:39])[CH3:41])=[O:36])=[CH:30][CH:29]=2)=[C:25]([NH:17][C:16]2[C:8]3[CH:7]=[CH:6][C:5]([C:1]([CH3:2])([CH3:3])[CH3:4])=[N:10][C:9]=3[N:11]=[CH:12][N:13]=2)[CH:26]=1, predict the reactants needed to synthesize it. (4) Given the product [O:24]=[C:13]1[CH2:14][C@H:15]([NH:16][C:17](=[O:23])[O:18][C:19]([CH3:22])([CH3:20])[CH3:21])[C@@H:10]([C:3]2[CH:4]=[C:5]([F:9])[C:6]([F:8])=[CH:7][C:2]=2[F:1])[CH2:11][CH2:12]1, predict the reactants needed to synthesize it. The reactants are: [F:1][C:2]1[CH:7]=[C:6]([F:8])[C:5]([F:9])=[CH:4][C:3]=1[C@H:10]1[C@H:15]([NH:16][C:17](=[O:23])[O:18][C:19]([CH3:22])([CH3:21])[CH3:20])[CH:14]=[C:13]([O:24][Si](C(C)C)(C(C)C)C(C)C)[CH2:12][CH2:11]1.[F-].C([N+](CCCC)(CCCC)CCCC)CCC.C(O)(C)C. (5) Given the product [NH2:4][C:3]1[CH:5]=[CH:6][CH:7]=[CH:8][C:2]=1[C:1](=[O:17])[CH2:10][CH2:11][CH3:12], predict the reactants needed to synthesize it. The reactants are: [C:1](#N)[C:2]1[C:3](=[CH:5][CH:6]=[CH:7][CH:8]=1)[NH2:4].[CH2:10]([Mg]Cl)[CH2:11][CH3:12].C([O:17]CC)C. (6) Given the product [C:29]([C:26]1[CH:27]=[CH:28][C:23]([C:21]([N:19]2[CH2:18][CH2:17][C:15]3[N:16]=[C:11]([NH:10][CH:2]4[CH2:1][C:9]5[C:4](=[CH:5][CH:6]=[CH:7][CH:8]=5)[CH2:3]4)[N:12]=[CH:13][C:14]=3[CH2:20]2)=[O:22])=[N:24][CH:25]=1)#[CH:30], predict the reactants needed to synthesize it. The reactants are: [CH2:1]1[C:9]2[C:4](=[CH:5][CH:6]=[CH:7][CH:8]=2)[CH2:3][CH:2]1[NH:10][C:11]1[N:12]=[CH:13][C:14]2[CH2:20][N:19]([C:21]([C:23]3[CH:28]=[CH:27][C:26]([C:29]#[C:30][Si](C)(C)C)=[CH:25][N:24]=3)=[O:22])[CH2:18][CH2:17][C:15]=2[N:16]=1.